This data is from Aqueous solubility values for 9,982 compounds from the AqSolDB database. The task is: Regression/Classification. Given a drug SMILES string, predict its absorption, distribution, metabolism, or excretion properties. Task type varies by dataset: regression for continuous measurements (e.g., permeability, clearance, half-life) or binary classification for categorical outcomes (e.g., BBB penetration, CYP inhibition). For this dataset (solubility_aqsoldb), we predict Y. The compound is O=C(O)c1ccccc1. The Y is -1.62 log mol/L.